This data is from Full USPTO retrosynthesis dataset with 1.9M reactions from patents (1976-2016). The task is: Predict the reactants needed to synthesize the given product. (1) The reactants are: Br[C:2]1[O:6][C:5]([N:7]2[CH2:11][C@:10]3([CH:16]4[CH2:17][CH2:18][N:13]([CH2:14][CH2:15]4)[CH2:12]3)[O:9][C:8]2=[O:19])=[CH:4][CH:3]=1.C([Sn](CCCC)(CCCC)[C:25]1[CH:30]=[CH:29][CH:28]=[CH:27][N:26]=1)CCC. Given the product [N:26]1[CH:27]=[CH:28][CH:29]=[CH:30][C:25]=1[C:2]1[O:6][C:5]([N:7]2[CH2:11][C@:10]3([CH:16]4[CH2:17][CH2:18][N:13]([CH2:14][CH2:15]4)[CH2:12]3)[O:9][C:8]2=[O:19])=[CH:4][CH:3]=1, predict the reactants needed to synthesize it. (2) Given the product [OH:21][CH:16]1[CH:15]([NH:14][C:10]([C:3]2[C:4]3=[N:5][CH:6]=[CH:7][CH:8]=[C:9]3[NH:1][CH:2]=2)=[O:12])[CH2:20][CH2:19][O:18][CH2:17]1, predict the reactants needed to synthesize it. The reactants are: [NH:1]1[C:9]2[C:4](=[N:5][CH:6]=[CH:7][CH:8]=2)[C:3]([C:10]([OH:12])=O)=[CH:2]1.Cl.[NH2:14][CH:15]1[CH2:20][CH2:19][O:18][CH2:17][CH:16]1[OH:21].F[P-](F)(F)(F)(F)F.N1(O[P+](N(C)C)(N(C)C)N(C)C)C2C=CC=CC=2N=N1.C(N(CC)CC)C. (3) Given the product [F:1][C:2]1[CH:3]=[C:4]([C@H:9]2[N:18]([CH2:19][C:20]([O:22][CH2:23][CH3:24])=[O:21])[C:17](=[O:25])[C:12]3([CH2:16][CH2:15][CH2:14][CH2:13]3)[N:11]([C:35]([O:37][C:38]([CH3:41])([CH3:40])[CH3:39])=[O:36])[CH2:10]2)[CH:5]=[C:6]([F:8])[CH:7]=1, predict the reactants needed to synthesize it. The reactants are: [F:1][C:2]1[CH:3]=[C:4]([CH:9]2[N:18]([CH2:19][C:20]([O:22][CH2:23][CH3:24])=[O:21])[C:17](=[O:25])[C:12]3([CH2:16][CH2:15][CH2:14][CH2:13]3)[NH:11][CH2:10]2)[CH:5]=[C:6]([F:8])[CH:7]=1.C(N(CC)C(C)C)(C)C.[C:35](O[C:35]([O:37][C:38]([CH3:41])([CH3:40])[CH3:39])=[O:36])([O:37][C:38]([CH3:41])([CH3:40])[CH3:39])=[O:36]. (4) Given the product [F:12][C:6]1[CH:7]=[C:8]([Br:11])[CH:9]=[CH:10][C:5]=1[CH:4]([NH2:13])[CH3:14], predict the reactants needed to synthesize it. The reactants are: N([CH:4]([NH2:13])[C:5]1[CH:10]=[CH:9][C:8]([Br:11])=[CH:7][C:6]=1[F:12])=[N+]=[N-].[C:14]1(P(C2C=CC=CC=2)C2C=CC=CC=2)C=CC=CC=1.Cl. (5) Given the product [C:13]([C@@:10]1([CH:15]2[CH2:17][CH2:16]2)[CH2:11][CH2:12][N:8]([C:6]2[CH:5]=[CH:4][N:3]=[C:2]([NH:1][C:20]3[N:25]=[CH:24][C:23]([C:26]4([C:29]([NH:31][CH:32]5[CH2:35][O:34][CH2:33]5)=[O:30])[CH2:28][CH2:27]4)=[CH:22][CH:21]=3)[CH:7]=2)[C:9]1=[O:18])#[N:14], predict the reactants needed to synthesize it. The reactants are: [NH2:1][C:2]1[CH:7]=[C:6]([N:8]2[CH2:12][CH2:11][C@:10]([CH:15]3[CH2:17][CH2:16]3)([C:13]#[N:14])[C:9]2=[O:18])[CH:5]=[CH:4][N:3]=1.Cl[C:20]1[N:25]=[CH:24][C:23]([C:26]2([C:29]([NH:31][CH:32]3[CH2:35][O:34][CH2:33]3)=[O:30])[CH2:28][CH2:27]2)=[CH:22][CH:21]=1.C(=O)([O-])[O-].[K+].[K+].C1(P(C2CCCCC2)C2C(OC)=CC=C(OC)C=2C2C(C(C)C)=CC(C(C)C)=CC=2C(C)C)CCCCC1.C(=O)([O-])O.[Na+].